Dataset: Catalyst prediction with 721,799 reactions and 888 catalyst types from USPTO. Task: Predict which catalyst facilitates the given reaction. (1) Reactant: ClCCl.B(F)(F)F.C(Cl)(Cl)Cl.C[O:13][C:14]1[CH:19]=[CH:18][C:17]([C:20]2[C:29]3[C:24](=[CH:25][CH:26]=[CH:27][CH:28]=3)[C:23]3=[N:30][N:31]=[C:32]([C:33]4[CH:38]=[CH:37][CH:36]=[CH:35][CH:34]=4)[N:22]3[N:21]=2)=[CH:16][CH:15]=1. Product: [C:33]1([C:32]2[N:22]3[N:21]=[C:20]([C:17]4[CH:16]=[CH:15][C:14]([OH:13])=[CH:19][CH:18]=4)[C:29]4[C:24]([C:23]3=[N:30][N:31]=2)=[CH:25][CH:26]=[CH:27][CH:28]=4)[CH:34]=[CH:35][CH:36]=[CH:37][CH:38]=1. The catalyst class is: 6. (2) Reactant: [N:1]1([C:5]([C:7]2[N:12]=[CH:11][C:10]([O:13][C:14]3[CH:15]=[C:16]([CH:27]=[C:28]([OH:30])[CH:29]=3)[C:17]([NH:19][C:20]3[CH:25]=[N:24][C:23]([CH3:26])=[CH:22][N:21]=3)=[O:18])=[CH:9][CH:8]=2)=[O:6])[CH2:4][CH2:3][CH2:2]1.O[CH:32]1[CH2:36][CH2:35][O:34][C:33]1=[O:37].C1(P(C2C=CC=CC=2)C2C=CC=CC=2)C=CC=CC=1.CC(OC(/N=N/C(OC(C)C)=O)=O)C. Product: [N:1]1([C:5]([C:7]2[N:12]=[CH:11][C:10]([O:13][C:14]3[CH:15]=[C:16]([CH:27]=[C:28]([O:30][CH:32]4[CH2:36][CH2:35][O:34][C:33]4=[O:37])[CH:29]=3)[C:17]([NH:19][C:20]3[CH:25]=[N:24][C:23]([CH3:26])=[CH:22][N:21]=3)=[O:18])=[CH:9][CH:8]=2)=[O:6])[CH2:2][CH2:3][CH2:4]1. The catalyst class is: 1. (3) Reactant: [C:1]([C:3]1[CH:7]=[C:6]([OH:8])[N:5]([C:9]2[CH:14]=[CH:13][CH:12]=[CH:11][CH:10]=2)[N:4]=1)#[N:2].[CH2:15]=[O:16].C(#N)C.Cl[CH:21]([F:23])[F:22]. Product: [C:1]([C:3]1[C:7]([CH2:15][OH:16])=[C:6]([O:8][CH:21]([F:23])[F:22])[N:5]([C:9]2[CH:10]=[CH:11][CH:12]=[CH:13][CH:14]=2)[N:4]=1)#[N:2]. The catalyst class is: 500. (4) Reactant: [CH3:1][O:2][C:3]([C:5]1[CH:6]=[C:7]([Cl:24])[CH:8]=[C:9]2[C:14]=1[NH:13][CH:12]([C:15]1[CH:20]=[CH:19][CH:18]=[C:17](Br)[CH:16]=1)[C:11]([CH3:23])([CH3:22])[CH2:10]2)=[O:4].[CH3:25][N:26]1[CH2:31][CH2:30][NH:29][CH2:28][CH2:27]1.Cl.CN(C)CC(O)=O.C(=O)([O-])[O-].[K+].[K+]. The catalyst class is: 156. Product: [CH3:1][O:2][C:3]([C:5]1[CH:6]=[C:7]([Cl:24])[CH:8]=[C:9]2[C:14]=1[NH:13][CH:12]([C:15]1[CH:20]=[CH:19][CH:18]=[C:17]([N:29]3[CH2:30][CH2:31][N:26]([CH3:25])[CH2:27][CH2:28]3)[CH:16]=1)[C:11]([CH3:23])([CH3:22])[CH2:10]2)=[O:4]. (5) Reactant: NC1C=C(C=CC=1NC)OC1C=CN=C(C(NC)=O)C=1.N([C:24]1[CH:32]=[CH:31][C:27]([C:28]([OH:30])=[O:29])=[CH:26][CH:25]=1)=C=S.IC. Product: [C:28]([OH:30])(=[O:29])[C:27]1[CH:31]=[CH:32][CH:24]=[CH:25][CH:26]=1. The catalyst class is: 5. (6) Reactant: [C:1]1([S:7][CH:8]2[CH2:12][O:11][C:10](=[O:13])[O:9]2)[CH:6]=[CH:5][CH:4]=[CH:3][CH:2]=1.[OH:14]OS([O-])=O.[K+].[OH2:20]. Product: [C:1]1([S:7]([CH:8]2[CH2:12][O:11][C:10](=[O:13])[O:9]2)(=[O:14])=[O:20])[CH:2]=[CH:3][CH:4]=[CH:5][CH:6]=1. The catalyst class is: 5.